From a dataset of Full USPTO retrosynthesis dataset with 1.9M reactions from patents (1976-2016). Predict the reactants needed to synthesize the given product. (1) The reactants are: [CH3:1][C:2]1[CH:7]=[CH:6][C:5]([CH3:8])=[CH:4][C:3]=1[C:9]1[CH:18]=[C:17]2[C:12]([C:13]([NH2:20])=[N:14][C:15]([NH2:19])=[N:16]2)=[CH:11][CH:10]=1.I[CH3:22].[H-].[Na+].O. Given the product [CH3:1][C:2]1[CH:7]=[CH:6][C:5]([CH3:8])=[CH:4][C:3]=1[C:9]1[CH:18]=[C:17]2[C:12]([C:13]([NH:20][CH3:22])=[N:14][C:15]([NH2:19])=[N:16]2)=[CH:11][CH:10]=1, predict the reactants needed to synthesize it. (2) The reactants are: O[CH2:2][C:3]([C:5]1[CH:10]=[CH:9][CH:8]=[CH:7][CH:6]=1)=[O:4].[CH3:11][C:12]1[CH:13]=[C:14]([CH:18]=O)O[C:16]=1[CH3:17].O(C)[Na]. Given the product [C:12]1([CH:11]=[CH:2][C:3]([C:5]2[CH:10]=[CH:9][CH:8]=[CH:7][CH:6]=2)=[O:4])[CH:13]=[CH:14][CH:18]=[CH:17][CH:16]=1, predict the reactants needed to synthesize it. (3) Given the product [C:1]1([C@@H:7]2[CH2:9][C@H:8]2[NH:10][CH2:11][CH:13]2[CH2:18][CH2:17][N:16]([CH2:19][CH2:20][CH2:21][C:22]3[CH:23]=[CH:24][C:25]([C:26]([O:28][CH2:29][CH3:30])=[O:27])=[CH:31][CH:32]=3)[CH2:15][CH2:14]2)[CH:6]=[CH:5][CH:4]=[CH:3][CH:2]=1, predict the reactants needed to synthesize it. The reactants are: [C:1]1([C@@H:7]2[CH2:9][C@H:8]2[NH2:10])[CH:6]=[CH:5][CH:4]=[CH:3][CH:2]=1.[CH:11]([CH:13]1[CH2:18][CH2:17][N:16]([CH2:19][CH2:20][CH2:21][C:22]2[CH:32]=[CH:31][C:25]([C:26]([O:28][CH2:29][CH3:30])=[O:27])=[CH:24][CH:23]=2)[CH2:15][CH2:14]1)=O.C([BH3-])#N.[Na+].C(Cl)Cl.